This data is from TCR-epitope binding with 47,182 pairs between 192 epitopes and 23,139 TCRs. The task is: Binary Classification. Given a T-cell receptor sequence (or CDR3 region) and an epitope sequence, predict whether binding occurs between them. (1) The epitope is TLVPQEHYV. The TCR CDR3 sequence is CASSQGREKLFF. Result: 1 (the TCR binds to the epitope). (2) The epitope is HTTDPSFLGRY. The TCR CDR3 sequence is CASSSSAGGVDDNEQFF. Result: 1 (the TCR binds to the epitope). (3) The epitope is KPLEFGATSAAL. The TCR CDR3 sequence is CASSKANPGNTIYF. Result: 0 (the TCR does not bind to the epitope). (4) The epitope is RLRAEAQVK. The TCR CDR3 sequence is CASSPGQVLPGEQYF. Result: 0 (the TCR does not bind to the epitope). (5) The epitope is FSKQLQQSM. The TCR CDR3 sequence is CASSLGGFTDTQYF. Result: 0 (the TCR does not bind to the epitope). (6) The epitope is KTWGQYWQV. The TCR CDR3 sequence is CASSVGGLGSTDTQYF. Result: 0 (the TCR does not bind to the epitope). (7) The epitope is KAYNVTQAF. The TCR CDR3 sequence is CASSFTSGYQETQYF. Result: 0 (the TCR does not bind to the epitope).